From a dataset of Forward reaction prediction with 1.9M reactions from USPTO patents (1976-2016). Predict the product of the given reaction. (1) The product is: [CH3:16][S:13]([CH2:12][C:11]([NH2:10])([CH3:23])[C:17]1[N:21]=[C:20]([CH3:22])[O:19][N:18]=1)(=[O:14])=[O:15]. Given the reactants C(OC(=O)[NH:10][C:11]([CH3:23])([C:17]1[N:21]=[C:20]([CH3:22])[O:19][N:18]=1)[CH2:12][S:13]([CH3:16])(=[O:15])=[O:14])C1C=CC=CC=1.B(Br)(Br)Br.C(=O)([O-])[O-].[Na+].[Na+], predict the reaction product. (2) Given the reactants C(NC(C)C)(C)C.C([Li])CCC.[CH2:13]([N:20]1[CH2:25][CH2:24][CH:23]([CH2:26][C:27]([O:29][CH3:30])=[O:28])[CH2:22][CH2:21]1)[C:14]1[CH:19]=[CH:18][CH:17]=[CH:16][CH:15]=1.[N+:31]([C:34]1[CH:41]=[CH:40][CH:39]=[CH:38][C:35]=1[CH:36]=[O:37])([O-:33])=[O:32], predict the reaction product. The product is: [CH2:13]([N:20]1[CH2:25][CH2:24][CH:23]([CH:26]([CH:36]([OH:37])[C:35]2[CH:38]=[CH:39][CH:40]=[CH:41][C:34]=2[N+:31]([O-:33])=[O:32])[C:27]([O:29][CH3:30])=[O:28])[CH2:22][CH2:21]1)[C:14]1[CH:15]=[CH:16][CH:17]=[CH:18][CH:19]=1. (3) Given the reactants [NH2:1][C@H:2]1[CH2:7][CH2:6][C@H:5]([CH2:8][C:9]([NH:11][C@H:12]2[CH2:17][C:16]3[CH:18]=[CH:19][CH:20]=[C:21]([C:22]([OH:24])=[O:23])[C:15]=3[O:14][B:13]2[OH:25])=[O:10])[CH2:4][CH2:3]1.O=[CH:27][CH2:28][NH:29][C:30](=[O:36])[O:31][C:32]([CH3:35])([CH3:34])[CH3:33], predict the reaction product. The product is: [C:32]([O:31][C:30]([NH:29][CH2:28][CH2:27][NH:1][C@H:2]1[CH2:7][CH2:6][C@H:5]([CH2:8][C:9]([NH:11][C@H:12]2[CH2:17][C:16]3[CH:18]=[CH:19][CH:20]=[C:21]([C:22]([OH:24])=[O:23])[C:15]=3[O:14][B:13]2[OH:25])=[O:10])[CH2:4][CH2:3]1)=[O:36])([CH3:35])([CH3:34])[CH3:33]. (4) The product is: [F:19][C:20]1[CH:25]=[C:24]([CH3:26])[CH:23]=[CH:22][C:21]=1[C:2]1[CH:3]=[N:4][C:5]2[N:6]([CH:8]=[C:9]([CH2:11][O:12][C:13]3[CH:18]=[CH:17][CH:16]=[CH:15][N:14]=3)[N:10]=2)[CH:7]=1. Given the reactants Br[C:2]1[CH:3]=[N:4][C:5]2[N:6]([CH:8]=[C:9]([CH2:11][O:12][C:13]3[CH:18]=[CH:17][CH:16]=[CH:15][N:14]=3)[N:10]=2)[CH:7]=1.[F:19][C:20]1[CH:25]=[C:24]([CH3:26])[CH:23]=[CH:22][C:21]=1B(O)O, predict the reaction product.